Dataset: Full USPTO retrosynthesis dataset with 1.9M reactions from patents (1976-2016). Task: Predict the reactants needed to synthesize the given product. Given the product [C:21]([O:20][C:18]([N:10]1[C@H:11]([C:12]2[CH:17]=[CH:16][CH:15]=[CH:14][CH:13]=2)[C@H:7]([C:1]2[CH:6]=[CH:5][CH:4]=[CH:3][CH:2]=2)[N:8]=[C:9]1[NH:34][CH2:33][CH:27]1[CH2:32][CH2:31][CH2:30][CH2:29][CH2:28]1)=[O:19])([CH3:24])([CH3:23])[CH3:22], predict the reactants needed to synthesize it. The reactants are: [C:1]1([C@H:7]2[C@@H:11]([C:12]3[CH:17]=[CH:16][CH:15]=[CH:14][CH:13]=3)[N:10]([C:18]([O:20][C:21]([CH3:24])([CH3:23])[CH3:22])=[O:19])[C:9](SC)=[N:8]2)[CH:6]=[CH:5][CH:4]=[CH:3][CH:2]=1.[CH:27]1([CH2:33][NH2:34])[CH2:32][CH2:31][CH2:30][CH2:29][CH2:28]1.